This data is from CYP2C9 inhibition data for predicting drug metabolism from PubChem BioAssay. The task is: Regression/Classification. Given a drug SMILES string, predict its absorption, distribution, metabolism, or excretion properties. Task type varies by dataset: regression for continuous measurements (e.g., permeability, clearance, half-life) or binary classification for categorical outcomes (e.g., BBB penetration, CYP inhibition). Dataset: cyp2c9_veith. The molecule is c1ccc(CNc2ncnc3nc[nH]c23)cc1. The result is 0 (non-inhibitor).